The task is: Predict which catalyst facilitates the given reaction.. This data is from Catalyst prediction with 721,799 reactions and 888 catalyst types from USPTO. (1) Reactant: [C:1]([O:5][C:6]([N:8]1[CH2:13][CH2:12][CH:11]([O:14][C:15]2[C:20]([NH2:21])=[C:19]([NH:22][C:23]3[CH:28]=[CH:27][C:26]([S:29]([CH3:32])(=[O:31])=[O:30])=[CH:25][CH:24]=3)[N:18]=[CH:17][N:16]=2)[CH2:10][CH2:9]1)=[O:7])([CH3:4])([CH3:3])[CH3:2].[CH:33](OCC)(OCC)OCC. Product: [C:1]([O:5][C:6]([N:8]1[CH2:13][CH2:12][CH:11]([O:14][C:15]2[N:16]=[CH:17][N:18]=[C:19]3[C:20]=2[N:21]=[CH:33][N:22]3[C:23]2[CH:24]=[CH:25][C:26]([S:29]([CH3:32])(=[O:31])=[O:30])=[CH:27][CH:28]=2)[CH2:10][CH2:9]1)=[O:7])([CH3:4])([CH3:3])[CH3:2]. The catalyst class is: 152. (2) Reactant: [CH2:1]([O:3][C:4](=[O:30])[CH:5]([NH2:29])[CH2:6][C:7]1[C:15]2[C:10](=[CH:11][CH:12]=[C:13]([C:16]3[CH:21]=[CH:20][C:19]([O:22][C:23]4[CH:28]=[CH:27][CH:26]=[CH:25][CH:24]=4)=[CH:18][CH:17]=3)[CH:14]=2)[NH:9][CH:8]=1)[CH3:2].[NH3:31]. Product: [CH3:2][CH2:1][O:3][C:4]([CH3:5])=[O:30].[CH3:1][OH:3].[NH4+:9].[OH-:3].[NH2:29][CH:5]([CH2:6][C:7]1[C:15]2[C:10](=[CH:11][CH:12]=[C:13]([C:16]3[CH:17]=[CH:18][C:19]([O:22][C:23]4[CH:24]=[CH:25][CH:26]=[CH:27][CH:28]=4)=[CH:20][CH:21]=3)[CH:14]=2)[NH:9][CH:8]=1)[C:4]([NH2:31])=[O:3]. The catalyst class is: 25.